This data is from Full USPTO retrosynthesis dataset with 1.9M reactions from patents (1976-2016). The task is: Predict the reactants needed to synthesize the given product. (1) Given the product [N:1]1[C:10]2[C:5](=[C:6]([N:11]3[CH2:15][CH2:14][C@H:13]([NH2:16])[CH2:12]3)[CH:7]=[CH:8][CH:9]=2)[CH:4]=[CH:3][CH:2]=1, predict the reactants needed to synthesize it. The reactants are: [N:1]1[C:10]2[C:5](=[C:6]([N:11]3[CH2:15][CH2:14][C@H:13]([NH:16]C(=O)OC(C)(C)C)[CH2:12]3)[CH:7]=[CH:8][CH:9]=2)[CH:4]=[CH:3][CH:2]=1. (2) Given the product [I:23][C:13]1[N:10]2[CH:11]=[CH:12][C:7]([C:2]3[CH:3]=[CH:4][CH:5]=[CH:6][N:1]=3)=[CH:8][C:9]2=[N:15][CH:14]=1, predict the reactants needed to synthesize it. The reactants are: [N:1]1[CH:6]=[CH:5][CH:4]=[CH:3][C:2]=1[C:7]1[CH:12]=[CH:11][N:10]2[CH:13]=[CH:14][N:15]=[C:9]2[CH:8]=1.C1C(=O)N([I:23])C(=O)C1.